This data is from Forward reaction prediction with 1.9M reactions from USPTO patents (1976-2016). The task is: Predict the product of the given reaction. (1) Given the reactants [CH3:1][O:2][C:3]1[CH:4]=[C:5]([CH2:9][CH2:10][C:11]2[CH:12]=[C:13]([NH2:20])[N:14](C(C)(C)C)[N:15]=2)[CH:6]=[CH:7][CH:8]=1.[N:21]1([C:26]2[CH:35]=[CH:34][C:29]([C:30](OC)=[O:31])=[CH:28][CH:27]=2)[CH:25]=[CH:24][CH:23]=[N:22]1.C[Al](C)C, predict the reaction product. The product is: [CH3:1][O:2][C:3]1[CH:4]=[C:5]([CH2:9][CH2:10][C:11]2[CH:12]=[C:13]([NH:20][C:30](=[O:31])[C:29]3[CH:28]=[CH:27][C:26]([N:21]4[CH:25]=[CH:24][CH:23]=[N:22]4)=[CH:35][CH:34]=3)[NH:14][N:15]=2)[CH:6]=[CH:7][CH:8]=1. (2) The product is: [Cl:14][C:15]1[N:16]=[C:17]([NH:13][C:9]2[CH:10]=[CH:11][CH:12]=[C:7]([N:3]3[CH2:4][CH2:5][CH2:6][C@@H:2]3[CH3:1])[CH:8]=2)[C:18]2[N:23]=[CH:22][S:21][C:19]=2[N:20]=1. Given the reactants [CH3:1][C@H:2]1[CH2:6][CH2:5][CH2:4][N:3]1[C:7]1[CH:8]=[C:9]([NH2:13])[CH:10]=[CH:11][CH:12]=1.[Cl:14][C:15]1[N:16]=[C:17](Cl)[C:18]2[N:23]=[CH:22][S:21][C:19]=2[N:20]=1.CCN(C(C)C)C(C)C, predict the reaction product. (3) Given the reactants C([O:5][CH:6]([O:10][C:11]([CH3:14])([CH3:13])[CH3:12])N(C)C)(C)(C)C.[CH:15]1[N:16]=[CH:17][N:18]2[CH:23]=[C:22](C(O)=O)[CH:21]=[CH:20][C:19]=12, predict the reaction product. The product is: [CH:15]1[N:16]=[CH:17][N:18]2[CH:23]=[C:22]([C:6]([O:10][C:11]([CH3:12])([CH3:13])[CH3:14])=[O:5])[CH:21]=[CH:20][C:19]=12. (4) Given the reactants [F:1][C:2]1[CH:7]=[CH:6][C:5]([C:8]2[C:16]3[C:11](=[CH:12][CH:13]=[C:14]([N+:17]([O-])=O)[CH:15]=3)[N:10](COCCOC)[N:9]=2)=[CH:4][CH:3]=1, predict the reaction product. The product is: [F:1][C:2]1[CH:3]=[CH:4][C:5]([C:8]2[C:16]3[C:11](=[CH:12][CH:13]=[C:14]([NH2:17])[CH:15]=3)[NH:10][N:9]=2)=[CH:6][CH:7]=1. (5) Given the reactants [CH2:1]([O:19][C:20]1[CH:25]=[CH:24][C:23]([CH:26]2[CH2:30][S:29][S:28][CH2:27]2)=[CH:22][CH:21]=1)[CH2:2][CH2:3][CH2:4][CH2:5][CH2:6][CH2:7][CH2:8][CH2:9][CH2:10][CH2:11][CH2:12][CH2:13][CH2:14][CH2:15][CH2:16][CH2:17][CH3:18].[H-].[H-].[H-].[H-].[Li+].[Al+3], predict the reaction product. The product is: [CH2:1]([O:19][C:20]1[CH:25]=[CH:24][C:23]([CH:26]([CH2:27][SH:28])[CH2:30][SH:29])=[CH:22][CH:21]=1)[CH2:2][CH2:3][CH2:4][CH2:5][CH2:6][CH2:7][CH2:8][CH2:9][CH2:10][CH2:11][CH2:12][CH2:13][CH2:14][CH2:15][CH2:16][CH2:17][CH3:18]. (6) Given the reactants [CH3:1][N:2]1[C:6]([C:7]2[N:8]=[C:9]([C:12]([NH:14][CH:15]([CH2:25][C:26]3[CH:31]=[CH:30][CH:29]=[CH:28][CH:27]=3)[CH2:16][NH:17]C(=O)OC(C)(C)C)=[O:13])[S:10][CH:11]=2)=[CH:5][CH:4]=[N:3]1, predict the reaction product. The product is: [NH2:17][CH2:16][CH:15]([NH:14][C:12]([C:9]1[S:10][CH:11]=[C:7]([C:6]2[N:2]([CH3:1])[N:3]=[CH:4][CH:5]=2)[N:8]=1)=[O:13])[CH2:25][C:26]1[CH:27]=[CH:28][CH:29]=[CH:30][CH:31]=1.